From a dataset of Reaction yield outcomes from USPTO patents with 853,638 reactions. Predict the reaction yield, written as a fraction of the theoretical maximum amount of product (1.0 means a 100% yield; for example, 0.34 means a 34% yield). (1) The reactants are [CH3:1][C:2]1[NH:13][C:12](=O)[C:5]2[N:6]=[C:7]([S:10][CH3:11])[N:8]=[CH:9][C:4]=2[CH:3]=1.O=P(Cl)(Cl)[Cl:17]. No catalyst specified. The product is [Cl:17][C:12]1[C:5]2[N:6]=[C:7]([S:10][CH3:11])[N:8]=[CH:9][C:4]=2[CH:3]=[C:2]([CH3:1])[N:13]=1. The yield is 0.520. (2) The reactants are C(O[C:9]([C:11]1[O:36][C:14]2=[CH:15][CH:16]=[C:17]3[C:21]([N:20]([CH2:22][C@@H:23]([NH:25][C:26]([O:28][CH2:29][C:30]4[CH:35]=[CH:34][CH:33]=[CH:32][CH:31]=4)=[O:27])[CH3:24])[N:19]=[CH:18]3)=[C:13]2[CH:12]=1)=[O:10])C1C=CC=CC=1.[Cl-].[NH4+].[CH2:39]([CH2:41][NH2:42])[OH:40]. The yield is 0.570. The product is [CH2:29]([O:28][C:26](=[O:27])[NH:25][C@@H:23]([CH3:24])[CH2:22][N:20]1[C:21]2[C:17](=[CH:16][CH:15]=[C:14]3[O:36][C:11]([C:9](=[O:10])[NH:42][CH2:41][CH2:39][OH:40])=[CH:12][C:13]3=2)[CH:18]=[N:19]1)[C:30]1[CH:35]=[CH:34][CH:33]=[CH:32][CH:31]=1. No catalyst specified. (3) The reactants are [Si]([O:8][CH2:9][CH2:10][O:11][C:12]1[CH:13]=[CH:14][C:15]([C:26]2[NH:35][C:34](=[O:36])[C:33]3[C:28](=[CH:29][C:30]([O:39][CH3:40])=[CH:31][C:32]=3[O:37][CH3:38])[N:27]=2)=[N:16][C:17]=1[C:18]1[CH:23]=[CH:22][C:21]([S:24][CH3:25])=[CH:20][CH:19]=1)(C(C)(C)C)(C)C.[F-].C([N+](CCCC)(CCCC)CCCC)CCC. The catalyst is C1COCC1. The product is [OH:8][CH2:9][CH2:10][O:11][C:12]1[CH:13]=[CH:14][C:15]([C:26]2[NH:35][C:34](=[O:36])[C:33]3[C:28](=[CH:29][C:30]([O:39][CH3:40])=[CH:31][C:32]=3[O:37][CH3:38])[N:27]=2)=[N:16][C:17]=1[C:18]1[CH:23]=[CH:22][C:21]([S:24][CH3:25])=[CH:20][CH:19]=1. The yield is 0.570. (4) The reactants are [C:1](#[N:8])[C:2]1[CH:7]=[CH:6][N:5]=[CH:4][CH:3]=1.S(OOS([O-])(=O)=O)([O-])(=O)=O.[NH4+].[NH4+].S(=O)(=O)(O)O.[O:26]=[C:27](C)[CH2:28]C(O)=O.C(=O)([O-])[O-].[Na+].[Na+]. The catalyst is ClCCl.O.[N+]([O-])([O-])=O.[Ag+]. The product is [C:27]([C:4]1[CH:3]=[C:2]([CH:7]=[CH:6][N:5]=1)[C:1]#[N:8])(=[O:26])[CH3:28]. The yield is 0.719. (5) The reactants are [Cl:1][C:2]1[C:3]2[CH:10]=[CH:9][NH:8][C:4]=2[N:5]=[CH:6][N:7]=1.C(=O)([O-])[O-].[K+].[K+].[CH2:17](Cl)[C:18]1[CH:23]=[CH:22][CH:21]=[CH:20][CH:19]=1. The catalyst is CN(C=O)C. The product is [CH2:17]([N:8]1[C:4]2[N:5]=[CH:6][N:7]=[C:2]([Cl:1])[C:3]=2[CH:10]=[CH:9]1)[C:18]1[CH:23]=[CH:22][CH:21]=[CH:20][CH:19]=1. The yield is 0.800. (6) The reactants are [Si]([O:8][CH2:9][C:10]1[S:14][CH:13]=[N:12][C:11]=1[CH:15]=[CH2:16])(C(C)(C)C)(C)C.[F-].C([N+](CCCC)(CCCC)CCCC)CCC. The catalyst is C1COCC1. The product is [CH:15]([C:11]1[N:12]=[CH:13][S:14][C:10]=1[CH2:9][OH:8])=[CH2:16]. The yield is 0.870.